From a dataset of Catalyst prediction with 721,799 reactions and 888 catalyst types from USPTO. Predict which catalyst facilitates the given reaction. (1) Reactant: [F:1][C:2]1[CH:23]=[C:22]([N+:24]([O-])=O)[CH:21]=[CH:20][C:3]=1[O:4][C:5]1[CH:10]=[CH:9][N:8]=[C:7]2[CH:11]=[C:12]([C:14]3[N:15]([CH3:19])[CH:16]=[CH:17][N:18]=3)[S:13][C:6]=12.[BH4-].[Na+]. Product: [F:1][C:2]1[CH:23]=[C:22]([NH2:24])[CH:21]=[CH:20][C:3]=1[O:4][C:5]1[CH:10]=[CH:9][N:8]=[C:7]2[CH:11]=[C:12]([C:14]3[N:15]([CH3:19])[CH:16]=[CH:17][N:18]=3)[S:13][C:6]=12. The catalyst class is: 92. (2) Reactant: [OH:1][CH2:2][C:3]1[CH:39]=[CH:38][C:6]2[CH2:7][CH2:8][CH2:9][CH:10]([N:12](C(OC(C)(C)C)=O)[CH2:13][C@H:14]([O:23][Si](CC)(CC)CC)[CH2:15][O:16][C:17]3[CH:22]=[CH:21][CH:20]=[CH:19][CH:18]=3)[CH2:11][C:5]=2[CH:4]=1.[ClH:40]. Product: [ClH:40].[OH:1][CH2:2][C:3]1[CH:39]=[CH:38][C:6]2[CH2:7][CH2:8][CH2:9][CH:10]([NH:12][CH2:13][C@H:14]([OH:23])[CH2:15][O:16][C:17]3[CH:22]=[CH:21][CH:20]=[CH:19][CH:18]=3)[CH2:11][C:5]=2[CH:4]=1. The catalyst class is: 13.